Dataset: Full USPTO retrosynthesis dataset with 1.9M reactions from patents (1976-2016). Task: Predict the reactants needed to synthesize the given product. (1) Given the product [CH2:15]([O:14][C:7]1[C:8]2[NH:9][C:10](=[O:13])[O:11][C:12]=2[C:4]([CH:1]([OH:3])[CH:2]([O:27][CH2:28][CH3:29])[OH:25])=[CH:5][CH:6]=1)[C:16]1[CH:21]=[CH:20][CH:19]=[CH:18][CH:17]=1, predict the reactants needed to synthesize it. The reactants are: [C:1]([C:4]1[C:12]2[O:11][C:10](=[O:13])[NH:9][C:8]=2[C:7]([O:14][CH2:15][C:16]2[CH:21]=[CH:20][CH:19]=[CH:18][CH:17]=2)=[CH:6][CH:5]=1)(=[O:3])[CH3:2].[Se](=O)=O.[OH2:25].C.[O:27]1CCO[CH2:29][CH2:28]1. (2) Given the product [Br:1][C:2]1[C:3](=[O:30])[N:4]([CH2:22][C:27]2[CH:26]=[N:32][CH:33]=[CH:34][CH:35]=2)[C:5]([CH2:18][N:19]([CH3:20])[CH3:21])=[CH:6][C:7]=1[O:8][CH2:9][C:10]1[CH:15]=[CH:14][C:13]([F:16])=[CH:12][C:11]=1[F:17], predict the reactants needed to synthesize it. The reactants are: [Br:1][C:2]1[C:3](=[O:30])[N:4]([C:22]2[C:27](F)=[CH:26]C=CC=2F)[C:5]([CH2:18][N:19]([CH3:21])[CH3:20])=[CH:6][C:7]=1[O:8][CH2:9][C:10]1[CH:15]=[CH:14][C:13]([F:16])=[CH:12][C:11]=1[F:17].C[NH:32][CH3:33].[CH2:34]1COC[CH2:35]1.